This data is from Reaction yield outcomes from USPTO patents with 853,638 reactions. The task is: Predict the reaction yield, written as a fraction of the theoretical maximum amount of product (1.0 means a 100% yield; for example, 0.34 means a 34% yield). (1) The reactants are C(O[CH:5]([C:12]1[CH:13]=[N:14][C:15]([Cl:18])=[CH:16][CH:17]=1)[C:6]1[CH:11]=[CH:10][CH:9]=[CH:8][CH:7]=1)(=O)C.[CH3:19][O:20][C:21]([O:25][Si](C)(C)C)=[C:22]([CH3:24])[CH3:23].C(=O)(O)[O-].[Na+].C(OCC)(=O)C. The catalyst is ClCCl.[Ti](Cl)(Cl)(Cl)Cl. The product is [Cl:18][C:15]1[N:14]=[CH:13][C:12]([CH:5]([C:6]2[CH:7]=[CH:8][CH:9]=[CH:10][CH:11]=2)[C:22]([CH3:24])([CH3:23])[C:21]([O:20][CH3:19])=[O:25])=[CH:17][CH:16]=1. The yield is 0.800. (2) The reactants are [Cl:1][C:2]1[CH:8]=[CH:7][C:5]([NH2:6])=[C:4]([I:9])[CH:3]=1.[C:10]1(=O)[CH2:15][CH2:14][CH2:13][C:12](=[O:16])[CH2:11]1.O.C1(C)C=CC(S(O)(=O)=O)=CC=1.CCOC(C)=O. The catalyst is C1(C)C=CC=CC=1. The product is [Cl:1][C:2]1[CH:8]=[CH:7][C:5]([NH:6][C:10]2[CH2:15][CH2:14][CH2:13][C:12](=[O:16])[CH:11]=2)=[C:4]([I:9])[CH:3]=1. The yield is 0.800. (3) The reactants are C[Si](C)(C)[O:3][C:4](=[CH2:19])[CH2:5][CH:6]1[CH2:11][CH2:10][N:9]([C:12]([O:14][C:15]([CH3:18])([CH3:17])[CH3:16])=[O:13])[CH2:8][CH2:7]1.C(=O)(O)[O-].[Na+].[Br:27]N1C(=O)CCC1=O. The catalyst is C1COCC1. The product is [Br:27][CH2:3][C:4](=[O:19])[CH2:5][CH:6]1[CH2:11][CH2:10][N:9]([C:12]([O:14][C:15]([CH3:18])([CH3:17])[CH3:16])=[O:13])[CH2:8][CH2:7]1. The yield is 1.10. (4) The reactants are [CH2:1]([N:4]1[CH:8]=[CH:7][N:6]=[C:5]1[C:9]1[S:13][C:12](Br)=[N:11][C:10]=1[C:15]1[CH:20]=[CH:19][C:18]([Cl:21])=[CH:17][C:16]=1[Cl:22])[CH:2]=[CH2:3].C[Sn](C)(C)[C:25]1[CH:30]=[CH:29][N:28]=[C:27]([NH:31][C:32](=[O:34])[CH3:33])[CH:26]=1.[Cl-].[Li+]. The catalyst is O1CCOCC1.[Cu]I. The product is [CH2:1]([N:4]1[CH:8]=[CH:7][N:6]=[C:5]1[C:9]1[S:13][C:12]([C:25]2[CH:30]=[CH:29][N:28]=[C:27]([NH:31][C:32](=[O:34])[CH3:33])[CH:26]=2)=[N:11][C:10]=1[C:15]1[CH:20]=[CH:19][C:18]([Cl:21])=[CH:17][C:16]=1[Cl:22])[CH:2]=[CH2:3]. The yield is 0.430. (5) The reactants are [C:1]([O:5][C:6](=[O:20])[C:7]1[CH:12]=[CH:11][CH:10]=[C:9]([C:13]2[C:18]([CH3:19])=[CH:17][CH:16]=[CH:15][N:14]=2)[CH:8]=1)([CH3:4])([CH3:3])[CH3:2].NC(N)=[O:23].OO.C1(=O)OC(=O)C2=CC=CC=C12.[O-]S([O-])=O.[Na+].[Na+].C([O-])([O-])=O.[Na+].[Na+]. The catalyst is CCOC(C)=O.O. The product is [C:1]([O:5][C:6]([C:7]1[CH:8]=[C:9]([C:13]2[C:18]([CH3:19])=[CH:17][CH:16]=[CH:15][N+:14]=2[O-:23])[CH:10]=[CH:11][CH:12]=1)=[O:20])([CH3:4])([CH3:3])[CH3:2]. The yield is 0.950. (6) The reactants are [N+:1]([C:4]1[CH:10]=[CH:9][C:7]([NH2:8])=[CH:6][CH:5]=1)([O-:3])=[O:2].[Br:11]Br. The catalyst is CC(O)=O. The product is [Br:11][C:9]1[CH:10]=[C:4]([N+:1]([O-:3])=[O:2])[CH:5]=[CH:6][C:7]=1[NH2:8]. The yield is 0.800. (7) The reactants are Cl[C:2]1[C:3]2[N:10]=[C:9]([C:11]3[CH:16]=[CH:15][C:14]([F:17])=[CH:13][CH:12]=3)[O:8][C:4]=2[N:5]=[CH:6][N:7]=1.[Cl:18][C:19]1[CH:20]=[C:21]([CH:23]=[CH:24][C:25]=1[F:26])[NH2:22]. The catalyst is ClCCCl.CC(O)(C)C. The product is [Cl:18][C:19]1[CH:20]=[C:21]([NH:22][C:2]2[C:3]3[N:10]=[C:9]([C:11]4[CH:16]=[CH:15][C:14]([F:17])=[CH:13][CH:12]=4)[O:8][C:4]=3[N:5]=[CH:6][N:7]=2)[CH:23]=[CH:24][C:25]=1[F:26]. The yield is 0.820.